From a dataset of Catalyst prediction with 721,799 reactions and 888 catalyst types from USPTO. Predict which catalyst facilitates the given reaction. (1) Reactant: [Cl:1][C:2]1[CH:3]=[CH:4][C:5]([OH:25])=[C:6]2[C:11]=1[NH:10][C:9](=[O:12])[C:8]([CH2:13][C:14]1[CH:19]=[CH:18][C:17]([S:20]([CH3:23])(=[O:22])=[O:21])=[CH:16][CH:15]=1)=[C:7]2[CH3:24].C1C=CC(N([S:33]([C:36]([F:39])([F:38])[F:37])(=[O:35])=[O:34])[S:33]([C:36]([F:39])([F:38])[F:37])(=[O:35])=[O:34])=CC=1.C(=O)([O-])[O-].[K+].[K+]. Product: [Cl:1][C:2]1[CH:3]=[CH:4][C:5]([O:25][S:33]([C:36]([F:39])([F:38])[F:37])(=[O:35])=[O:34])=[C:6]2[C:11]=1[NH:10][C:9](=[O:12])[C:8]([CH2:13][C:14]1[CH:19]=[CH:18][C:17]([S:20]([CH3:23])(=[O:21])=[O:22])=[CH:16][CH:15]=1)=[C:7]2[CH3:24]. The catalyst class is: 7. (2) Reactant: O=[C:2]1[C:11]2[C:6](=[CH:7][CH:8]=[C:9]([C:12]([F:15])([F:14])[F:13])[CH:10]=2)[N:5]([C:16]([O:18][C:19]([CH3:22])([CH3:21])[CH3:20])=[O:17])[CH2:4][CH2:3]1.C([O-])(=O)C.[NH4+].C([BH3-])#[N:29].[Na+]. Product: [NH2:29][CH:2]1[C:11]2[C:6](=[CH:7][CH:8]=[C:9]([C:12]([F:15])([F:14])[F:13])[CH:10]=2)[N:5]([C:16]([O:18][C:19]([CH3:22])([CH3:21])[CH3:20])=[O:17])[CH2:4][CH2:3]1. The catalyst class is: 8. (3) Reactant: C(OC([NH:8][C@H:9]1[CH2:13][CH2:12][N:11]([C:14]2[CH:19]=[CH:18][C:17]([N:20]3[CH2:24][C@H:23]([CH2:25][O:26][C:27]4[CH:31]=[CH:30][O:29][N:28]=4)[O:22][C:21]3=[O:32])=[CH:16][C:15]=2[F:33])[CH2:10]1)=O)(C)(C)C.[ClH:34]. Product: [NH2:8][C@H:9]1[CH2:13][CH2:12][N:11]([C:14]2[CH:19]=[CH:18][C:17]([N:20]3[CH2:24][C@H:23]([CH2:25][O:26][C:27]4[CH:31]=[CH:30][O:29][N:28]=4)[O:22][C:21]3=[O:32])=[CH:16][C:15]=2[F:33])[CH2:10]1.[ClH:34]. The catalyst class is: 429. (4) Reactant: [Br:1][C:2]1[CH:11]=[CH:10][C:9]2[O:8][C@H:7]3[CH2:12][CH2:13][CH2:14][O:15][C@H:6]3[C@:5]3([C:19](=[O:20])[N:18]([CH3:21])[C:17](=S)[NH:16]3)[C:4]=2[CH:3]=1.[Br:23][C:24]1[CH:33]=[CH:32][C:31]2[O:30][C@H:29]3[CH2:34][CH2:35][CH2:36][O:37][C@H:28]3[C@@:27]3([C:41](=[O:42])[N:40]([CH3:43])[C:39](=S)[NH:38]3)[C:26]=2[CH:25]=1.C(OO)(C)(C)C.[OH-].[NH4+]. Product: [NH2:38][C:17]1[N:18]([CH3:21])[C:19](=[O:20])[C@:5]2([N:16]=1)[C:4]1[CH:3]=[C:2]([Br:1])[CH:11]=[CH:10][C:9]=1[O:8][C@H:7]1[CH2:12][CH2:13][CH2:14][O:15][C@@H:6]21.[NH2:16][C:39]1[N:40]([CH3:43])[C:41](=[O:42])[C@@:27]2([N:38]=1)[C:26]1[CH:25]=[C:24]([Br:23])[CH:33]=[CH:32][C:31]=1[O:30][C@H:29]1[CH2:34][CH2:35][CH2:36][O:37][C@@H:28]21. The catalyst class is: 513. (5) Reactant: [C:1]([C:5]1[N:9]([CH2:10][CH:11]2[CH2:16][CH2:15][O:14][CH2:13][CH2:12]2)[C:8]2[CH:17]=[CH:18][C:19]([N:21](CC)[C:22](=O)[CH3:23])=[CH:20][C:7]=2[N:6]=1)([CH3:4])([CH3:3])[CH3:2]. Product: [C:1]([C:5]1[N:9]([CH2:10][CH:11]2[CH2:16][CH2:15][O:14][CH2:13][CH2:12]2)[C:8]2[CH:17]=[CH:18][C:19]([NH:21][CH2:22][CH3:23])=[CH:20][C:7]=2[N:6]=1)([CH3:4])([CH3:2])[CH3:3]. The catalyst class is: 14. (6) Reactant: [Cl:1][CH2:2][CH2:3][CH2:4][C:5]([NH:7][C@@H:8]1[CH2:13][CH2:12][CH2:11][N:10]([C:14]2[N:15]=[N:16][C:17]([C:35]([NH2:37])=[O:36])=[C:18]([NH:20][C:21]3[CH:26]=[CH:25][C:24]([C:27]([N:29]4[CH2:34][CH2:33][O:32][CH2:31][CH2:30]4)=[O:28])=[CH:23][CH:22]=3)[N:19]=2)[CH2:9]1)=[O:6].[H-].[Na+].C(O)(C(F)(F)F)=O. Product: [N:29]1([C:27]([C:24]2[CH:25]=[CH:26][C:21]([NH:20][C:18]3[N:19]=[C:14]([N:10]4[CH2:11][CH2:12][CH2:13][C@@H:8]([N:7]5[CH2:2][CH2:3][CH2:4][C:5]5=[O:6])[CH2:9]4)[N:15]=[N:16][C:17]=3[C:35]([NH2:37])=[O:36])=[CH:22][CH:23]=2)=[O:28])[CH2:34][CH2:33][O:32][CH2:31][CH2:30]1.[ClH:1]. The catalyst class is: 18. (7) Reactant: [Br:1][C:2]1[CH:3]=[CH:4][C:5]([O:9][CH3:10])=[C:6]([OH:8])[CH:7]=1.N1C=CN=C1.[Si:16](Cl)([C:19]([CH3:22])([CH3:21])[CH3:20])([CH3:18])[CH3:17]. Product: [Br:1][C:2]1[CH:3]=[CH:4][C:5]([O:9][CH3:10])=[C:6]([CH:7]=1)[O:8][Si:16]([C:19]([CH3:22])([CH3:21])[CH3:20])([CH3:18])[CH3:17]. The catalyst class is: 3. (8) Reactant: [NH2:1][CH2:2][C:3]1[CH:4]=[CH:5][C:6]([O:9][C:10]2[CH:11]=[C:12]([CH3:26])[C:13]3[CH:17]([CH2:18][C:19]([O:21]CC)=[O:20])[O:16][B:15]([OH:24])[C:14]=3[CH:25]=2)=[N:7][CH:8]=1.[OH-].[Na+]. Product: [NH2:1][CH2:2][C:3]1[CH:4]=[CH:5][C:6]([O:9][C:10]2[CH:11]=[C:12]([CH3:26])[C:13]3[CH:17]([CH2:18][C:19]([OH:21])=[O:20])[O:16][B:15]([OH:24])[C:14]=3[CH:25]=2)=[N:7][CH:8]=1. The catalyst class is: 92. (9) Reactant: [C:1]([C:5]1[CH:10]=[CH:9][C:8]([S:11]([NH:14][C:15]2[C:20]([O:21][C:22]3[CH:27]=[CH:26][CH:25]=[CH:24][C:23]=3[O:28][CH3:29])=[C:19](Cl)[N:18]=[C:17]([C:31]3[N:36]=[CH:35][CH:34]=[CH:33][N:32]=3)[N:16]=2)(=[O:13])=[O:12])=[CH:7][CH:6]=1)([CH3:4])([CH3:3])[CH3:2].[CH2:37]([OH:40])[CH2:38][OH:39].[OH-].[Na+]. Product: [CH3:2][C:1]([C:5]1[CH:10]=[CH:9][C:8]([S:11]([NH:14][C:15]2[C:20]([O:21][C:22]3[CH:27]=[CH:26][CH:25]=[CH:24][C:23]=3[O:28][CH3:29])=[C:19]([O:39][CH2:38][CH2:37][OH:40])[N:18]=[C:17]([C:31]3[N:36]=[CH:35][CH:34]=[CH:33][N:32]=3)[N:16]=2)(=[O:13])=[O:12])=[CH:7][CH:6]=1)([CH3:4])[CH3:3]. The catalyst class is: 6.